From a dataset of Merck oncology drug combination screen with 23,052 pairs across 39 cell lines. Regression. Given two drug SMILES strings and cell line genomic features, predict the synergy score measuring deviation from expected non-interaction effect. Drug 1: N#Cc1ccc(Cn2cncc2CN2CCN(c3cccc(Cl)c3)C(=O)C2)cc1. Drug 2: C=CCn1c(=O)c2cnc(Nc3ccc(N4CCN(C)CC4)cc3)nc2n1-c1cccc(C(C)(C)O)n1. Cell line: MSTO. Synergy scores: synergy=5.63.